From a dataset of Full USPTO retrosynthesis dataset with 1.9M reactions from patents (1976-2016). Predict the reactants needed to synthesize the given product. (1) Given the product [CH2:11]([O:8][C:5]1[CH:6]=[CH:7][C:2]([Br:1])=[CH:3][CH:4]=1)[CH2:12][CH2:13][CH2:14][CH2:15][CH2:16][CH2:17][CH2:18][CH2:19][CH3:20], predict the reactants needed to synthesize it. The reactants are: [Br:1][C:2]1[CH:7]=[CH:6][C:5]([OH:8])=[CH:4][CH:3]=1.[OH-].[Na+].[CH2:11](Br)[CH2:12][CH2:13][CH2:14][CH2:15][CH2:16][CH2:17][CH2:18][CH2:19][CH3:20].O. (2) Given the product [Br:25][C:15]1[CH:16]=[C:17]([C:21]([F:24])([F:23])[F:22])[CH:18]=[C:19]([Br:20])[C:14]=1[N:9]1[C:4]2[N:5]=[C:6]([CH3:8])[N:7]=[C:2]([N:32]3[CH2:33][CH2:34][C:29]4([O:35][CH2:26][CH2:27][O:28]4)[CH2:30][CH2:31]3)[C:3]=2[C:11]([CH3:12])=[C:10]1[CH3:13], predict the reactants needed to synthesize it. The reactants are: Cl[C:2]1[C:3]2[C:11]([CH3:12])=[C:10]([CH3:13])[N:9]([C:14]3[C:19]([Br:20])=[CH:18][C:17]([C:21]([F:24])([F:23])[F:22])=[CH:16][C:15]=3[Br:25])[C:4]=2[N:5]=[C:6]([CH3:8])[N:7]=1.[CH2:26]1[O:35][C:29]2([CH2:34][CH2:33][NH:32][CH2:31][CH2:30]2)[O:28][CH2:27]1.C(OCC)(=O)C. (3) Given the product [Cl:21][C:22]1[CH:23]=[CH:24][C:25]([O:28][CH:29]2[CH2:34][CH2:33][N:32]([S:10]([CH2:9][C@@:2]3([CH3:1])[NH:3][C:4](=[O:8])[NH:5][C:6]3=[O:7])(=[O:12])=[O:11])[CH2:31][CH2:30]2)=[N:26][CH:27]=1, predict the reactants needed to synthesize it. The reactants are: [CH3:1][C@@:2]1([CH2:9][S:10](Cl)(=[O:12])=[O:11])[C:6](=[O:7])[NH:5][C:4](=[O:8])[NH:3]1.C(OC(C)=O)(C)C.[Cl:21][C:22]1[CH:23]=[CH:24][C:25]([O:28][CH:29]2[CH2:34][CH2:33][NH:32][CH2:31][CH2:30]2)=[N:26][CH:27]=1. (4) The reactants are: FC(F)(F)C(O)=O.[O:8]=[C:9]([CH2:18][C:19](=[O:25])[CH2:20][CH2:21][CH2:22][CH2:23][CH3:24])[CH2:10][C:11]([O:13]C(C)(C)C)=O.C(=O)([O-])[O-].[K+].[K+]. Given the product [OH:13][C:11]1[CH:25]=[C:19]([CH2:20][CH2:21][CH2:22][CH2:23][CH3:24])[O:18][C:9](=[O:8])[CH:10]=1, predict the reactants needed to synthesize it. (5) Given the product [Cl-:29].[Cl:29][C:27]1[CH:28]=[C:23]([CH:24]=[C:25]([Cl:30])[CH:26]=1)[O:22][C:14]1[C:13](=[O:31])[N:12]([CH2:11][C:10]2[C:5]3[C:6](=[N:7][C:2]([NH3+:1])=[CH:3][CH:4]=3)[NH:8][N:9]=2)[CH:17]=[CH:16][C:15]=1[C:18]([F:19])([F:20])[F:21], predict the reactants needed to synthesize it. The reactants are: [NH2:1][C:2]1[N:7]=[C:6]2[NH:8][N:9]=[C:10]([CH2:11][N:12]3[CH:17]=[CH:16][C:15]([C:18]([F:21])([F:20])[F:19])=[C:14]([O:22][C:23]4[CH:28]=[C:27]([Cl:29])[CH:26]=[C:25]([Cl:30])[CH:24]=4)[C:13]3=[O:31])[C:5]2=[CH:4][CH:3]=1.O1CCOCC1.